This data is from Forward reaction prediction with 1.9M reactions from USPTO patents (1976-2016). The task is: Predict the product of the given reaction. (1) Given the reactants [N:1]1[CH:2]=[N:3][N:4]2[CH:9]=[CH:8][C:7]([O:10][C:11]3[CH:16]=[CH:15][C:14]([NH:17][C:18]4[C:27]5[C:22](=[CH:23][CH:24]=[C:25]([NH:28][C:29]([NH:31][C:32]([CH3:36])([CH3:35])[CH2:33][OH:34])=S)[CH:26]=5)[N:21]=[CH:20][N:19]=4)=[CH:13][C:12]=3[CH3:37])=[CH:6][C:5]=12.O, predict the reaction product. The product is: [N:1]1[CH:2]=[N:3][N:4]2[CH:9]=[CH:8][C:7]([O:10][C:11]3[CH:16]=[CH:15][C:14]([NH:17][C:18]4[C:27]5[C:22](=[CH:23][CH:24]=[C:25]([NH:28][C:29]6[O:34][CH2:33][C:32]([CH3:36])([CH3:35])[N:31]=6)[CH:26]=5)[N:21]=[CH:20][N:19]=4)=[CH:13][C:12]=3[CH3:37])=[CH:6][C:5]=12. (2) The product is: [CH3:27][O:28][N:29]=[CH:19][C:4]1[C:3]([S:21][C:22]([F:25])([F:24])[F:23])=[C:2]([NH2:1])[N:6]([C:7]2[C:12]([Cl:13])=[CH:11][C:10]([C:14]([F:15])([F:17])[F:16])=[CH:9][C:8]=2[Cl:18])[N:5]=1. Given the reactants [NH2:1][C:2]1[N:6]([C:7]2[C:12]([Cl:13])=[CH:11][C:10]([C:14]([F:17])([F:16])[F:15])=[CH:9][C:8]=2[Cl:18])[N:5]=[C:4]([CH:19]=O)[C:3]=1[S:21][C:22]([F:25])([F:24])[F:23].Cl.[CH3:27][O:28][NH2:29], predict the reaction product. (3) Given the reactants [CH:1]([N:3]([CH2:12][C@@H:13]([CH2:41][CH2:42][CH2:43][CH3:44])[C:14]([N:16]1[C@H:20]([C:21]([NH:23][C:24]2[CH:29]=[CH:28][CH:27]=[CH:26][N+:25]=2[O-:30])=[O:22])[CH2:19][CH2:18][N:17]1C(OCC1C=CC=CC=1)=O)=[O:15])[O:4]CC1C=CC=CC=1)=[O:2], predict the reaction product. The product is: [CH:1]([N:3]([CH2:12][C@@H:13]([CH2:41][CH2:42][CH2:43][CH3:44])[C:14]([N:16]1[C@H:20]([C:21]([NH:23][C:24]2[CH:29]=[CH:28][CH:27]=[CH:26][N+:25]=2[O-:30])=[O:22])[CH2:19][CH2:18][NH:17]1)=[O:15])[OH:4])=[O:2]. (4) Given the reactants [Cl:1][C:2]1[CH:3]=[C:4]([CH:19]=[CH:20][C:21]=1[C:22](O)=[O:23])[C:5]([NH:7][CH2:8][C:9]1[NH:13][C:12]2[CH:14]=[CH:15][C:16]([Cl:18])=[CH:17][C:11]=2[N:10]=1)=[O:6].CN(C(ON1N=NC2C=CC=CC1=2)=[N+](C)C)C.[B-](F)(F)(F)F.C(N(C(C)C)CC)(C)C.[NH:56]1[CH2:61][CH2:60][NH:59][CH2:58][C:57]1=[O:62].ClCl, predict the reaction product. The product is: [Cl:1][C:2]1[CH:3]=[C:4]([CH:19]=[CH:20][C:21]=1[C:22]([N:59]1[CH2:60][CH2:61][NH:56][C:57](=[O:62])[CH2:58]1)=[O:23])[C:5]([NH:7][CH2:8][C:9]1[NH:13][C:12]2[CH:14]=[CH:15][C:16]([Cl:18])=[CH:17][C:11]=2[N:10]=1)=[O:6]. (5) Given the reactants [CH3:1][O:2][C:3](=[O:8])[CH2:4][C:5](=O)[CH3:6].[F:9][C:10]([F:27])([F:26])[C:11]1[CH:12]=[C:13]([C:21](=O)[CH:22](Br)[CH3:23])[CH:14]=[C:15]([C:17]([F:20])([F:19])[F:18])[CH:16]=1.[CH:28]1([CH2:34][NH2:35])[CH2:33][CH2:32][CH2:31][CH2:30][CH2:29]1, predict the reaction product. The product is: [CH3:1][O:2][C:3]([C:4]1[C:22]([CH3:23])=[C:21]([C:13]2[CH:12]=[C:11]([C:10]([F:27])([F:26])[F:9])[CH:16]=[C:15]([C:17]([F:20])([F:19])[F:18])[CH:14]=2)[N:35]([CH2:34][CH:28]2[CH2:33][CH2:32][CH2:31][CH2:30][CH2:29]2)[C:5]=1[CH3:6])=[O:8]. (6) Given the reactants [NH2:1][C:2]1[N:6]([CH:7]2[CH2:12][CH2:11][CH2:10][N:9](C(OCC3C=CC=CC=3)=O)[CH2:8]2)[N:5]=[C:4]([C:23]2[CH:28]=[CH:27][C:26]([O:29][C:30]3[CH:35]=[CH:34][CH:33]=[CH:32][CH:31]=3)=[CH:25][CH:24]=2)[C:3]=1[C:36]#[N:37], predict the reaction product. The product is: [NH2:1][C:2]1[N:6]([CH:7]2[CH2:12][CH2:11][CH2:10][NH:9][CH2:8]2)[N:5]=[C:4]([C:23]2[CH:24]=[CH:25][C:26]([O:29][C:30]3[CH:31]=[CH:32][CH:33]=[CH:34][CH:35]=3)=[CH:27][CH:28]=2)[C:3]=1[C:36]#[N:37].